Task: Binary Classification. Given a miRNA mature sequence and a target amino acid sequence, predict their likelihood of interaction.. Dataset: Experimentally validated miRNA-target interactions with 360,000+ pairs, plus equal number of negative samples (1) The miRNA is mmu-miR-19b-3p with sequence UGUGCAAAUCCAUGCAAAACUGA. The protein sequence of the target gene is MFTVSQTSRAWFIDRARQAREERLVQKERERSAVTIQALVRSFLCRRRLHRDIRKEIDEFFSADESGSSKRSALCIFKIARRLLFICKTTEDSERLEKLCRSILNSMDAENEPKVWYVSLALSKDLTLLWIKQIKSILWHCCELLGQLKPEILQDSRLITLYLTMLVTFTDTSTWKILRGKGESLRPALNHICANIMGHLNQRGLYSVLQVLLTRGLARPRPCLSKGMLTAAFSLALRPVVAAQFSDNLMRPFIIHVMSVPALVAHLSTVAPERLGVLESHDMLRKFIVFLRDRDRCRDA.... Result: 1 (interaction). (2) The miRNA is rno-miR-500-3p with sequence AAUGCACCUGGGCAAGGGUUCA. The protein sequence of the target gene is MKRSSSMLDINEDSQHSTNKAPPPKKAPEDRFDSANMNASGSHVTLVENLPVEKVSSGERIAILDFGAQYGKVIDRRVRELLVQSEMFPLNTTARTLIELGGFKGIIISGGPNSVFEPEAPSIDPEIFTCGLPVLGICYGFQLMNKLNGGTVTREHIREDGACEIQVDTSVHLFNGLHKTETVLLTHGDSVSEATVAPDFKVMAKSGHHVAGICNENRKLYGVQFHPEVDLTTNGTKMFENFLFKVVGCCGNFTIQNREQSCISEINSIVGDKKVLVMVSGGVDSAVCAALLRRALGPNR.... Result: 0 (no interaction). (3) The miRNA is hsa-miR-650 with sequence AGGAGGCAGCGCUCUCAGGAC. The protein sequence of the target gene is MERQQQQQQQLRNLRDFLLVYNRMTELCFQRCVPSLHHRALDAEEEACLHSCAGKLIHSNHRLMAAYVQLMPALVQRRIADYEAASAVPGVAAEQPGVSPSGS. Result: 1 (interaction). (4) The miRNA is mmu-miR-3088-3p with sequence UUCAUGAGCAGCUGCAAAGGUGU. The protein sequence of the target gene is MDRPDEGPPAKTPRLSSSEPRQRDLPPPPPPPLQRLPLPPPQQRPRPQEETEAAQVLADMRGVGPTLPPPLPYVILEEGGIRAYFTLSAESPGWDHAMESGFGEAPSTGIMETLPSSEISGGSLAIDFQVAEPSSLGEKALETCSLGGWGPQMLVGPKRKEEAIIIVEDEDEDDKESVRRRQRRRRRRRKQRKAKESRERSAQRMESILQALESIQMDLEAVNIKAGKAFLRLKRKFIQMRRPFLERRDLIIQHIPGFWVKAFLNHPRISILINQRDRDIFRYLTNLQVQDLRHISMGYK.... Result: 0 (no interaction). (5) The protein sequence of the target gene is METAMCVCCPCCTWQRCCPQLCSCLCCKFIFTSERNCTCFPCPYKDERNCQFCHCTCSESPNCHWCCCSWANDPNCKCCCTASSNLNCYYYESRCCRNTIITFHKGRLRSIHTSSKTALRTGSSDTQVDEVKSIPANSHLVNHLNCPMCSRLRLHSFMLPCNHSLCEKCLRQLQKHAEVTENFFILICPVCDRSHCMPYSNKMQLPENYLHGRLTKRYMQEHGYLKWRFDRSSGPILCQVCRNKRIAYKRCITCRLNLCNDCLKAFHSDVAMQDHVFVDTSAEEQDEKICIHHPSSRIIE.... Result: 0 (no interaction). The miRNA is hsa-miR-222-3p with sequence AGCUACAUCUGGCUACUGGGU. (6) The miRNA is hsa-miR-1277-5p with sequence AAAUAUAUAUAUAUAUGUACGUAU. The protein sequence of the target gene is MAQVRETSLPSGSGVRWISGGGGGASPEEAVEKAGKMEEAAAGATKASSRREAEEMKLEPLQEREPAPEENLTWSSSGGDEKVLPSIPLRCHSSSSPVCPRRKPRPRPQPRARSRSQPGLSAPPPPPARPPPPPPPPPPPAPRPRAWRGSRRRSRPGSRPQTRRSCSGDLDGSGDPGGLGDWLLEVEFGQGPTGCSHVESFKVGKNWQKNLRLIYQRFVWSGTPETRKRKAKSCICHVCSTHMNRLHSCLSCVFFGCFTEKHIHKHAETKQHHLAVDLYHGVIYCFMCKDYVYDKDIEQI.... Result: 1 (interaction). (7) The protein sequence of the target gene is MRTVVLTMKASVIEMFLVLLVTGVHSNKETAKKIKRPKFTVPQINCDVKAGKIIDPEFIVKCPAGCQDPKYHVYGTDVYASYSSVCGAAVHSGVLDNSGGKILVRKVAGQSGYKGSYSNGVQSLSLPRWRESFIVLESKPKKGVTYPSALTYSSSKSPAAQAGETTKAYQRPPIPGTTAQPVTLMQLLAVTVAVATPTTLPRPSPSAASTTSIPRPQSVGHRSQEMDLWSTATYTSSQNRPRADPGIQRQDPSGAAFQKPVGADVSLGLVPKEELSTQSLEPVSLGDPNCKIDLSFLIDG.... Result: 0 (no interaction). The miRNA is mmu-miR-3100-3p with sequence CUGUGACACACCCGCUCCCAG.